This data is from Reaction yield outcomes from USPTO patents with 853,638 reactions. The task is: Predict the reaction yield, written as a fraction of the theoretical maximum amount of product (1.0 means a 100% yield; for example, 0.34 means a 34% yield). The catalyst is CO. The reactants are [NH2:1][N:2]1[CH2:7][CH2:6][CH2:5][CH2:4][CH2:3]1.[C:8]([O:12][CH3:13])(=[O:11])[CH:9]=[CH2:10]. The yield is 0.430. The product is [CH3:13][O:12][C:8](=[O:11])[CH2:9][CH2:10][NH:1][N:2]1[CH2:7][CH2:6][CH2:5][CH2:4][CH2:3]1.